This data is from Catalyst prediction with 721,799 reactions and 888 catalyst types from USPTO. The task is: Predict which catalyst facilitates the given reaction. The catalyst class is: 1. Reactant: [NH2:1][C:2]1[CH:9]=[CH:8][C:5]([C:6]#[N:7])=[CH:4][C:3]=1[CH3:10].[H-].[Na+].[Cl:13][C:14]1[C:15](=[O:37])[N:16]([CH3:36])[CH:17]=[C:18]([C:21]([N:23]2[CH2:28][CH2:27][CH:26]([C:29]3[CH:34]=[CH:33][C:32]([F:35])=[CH:31][CH:30]=3)[CH2:25][CH2:24]2)=[O:22])[C:19]=1Cl.O. Product: [Cl:13][C:14]1[C:15](=[O:37])[N:16]([CH3:36])[CH:17]=[C:18]([C:21]([N:23]2[CH2:28][CH2:27][CH:26]([C:29]3[CH:30]=[CH:31][C:32]([F:35])=[CH:33][CH:34]=3)[CH2:25][CH2:24]2)=[O:22])[C:19]=1[NH:1][C:2]1[CH:9]=[CH:8][C:5]([C:6]#[N:7])=[CH:4][C:3]=1[CH3:10].